From a dataset of Reaction yield outcomes from USPTO patents with 853,638 reactions. Predict the reaction yield, written as a fraction of the theoretical maximum amount of product (1.0 means a 100% yield; for example, 0.34 means a 34% yield). The reactants are [Cl:1][C:2]1[CH:7]=[CH:6][C:5]([C:8]2[C:17]3[C:12](=[CH:13][CH:14]=[C:15]([OH:18])[CH:16]=3)[C:11](=[O:19])[N:10]([CH2:20][CH:21]([CH3:23])[CH3:22])[C:9]=2[CH2:24][NH:25][C:26](=[O:32])[O:27][C:28]([CH3:31])([CH3:30])[CH3:29])=[CH:4][CH:3]=1.[H-].[Na+].I[CH2:36][C:37]([NH2:39])=[O:38].O. The catalyst is CN(C)C=O. The product is [NH2:39][C:37](=[O:38])[CH2:36][O:18][C:15]1[CH:16]=[C:17]2[C:12](=[CH:13][CH:14]=1)[C:11](=[O:19])[N:10]([CH2:20][CH:21]([CH3:23])[CH3:22])[C:9]([CH2:24][NH:25][C:26](=[O:32])[O:27][C:28]([CH3:30])([CH3:29])[CH3:31])=[C:8]2[C:5]1[CH:4]=[CH:3][C:2]([Cl:1])=[CH:7][CH:6]=1. The yield is 0.529.